From a dataset of Full USPTO retrosynthesis dataset with 1.9M reactions from patents (1976-2016). Predict the reactants needed to synthesize the given product. Given the product [CH3:1][C:2]1([CH3:17])[C:15](=[O:16])[C:6]2[C:7]([C:10]([OH:12])=[O:11])=[CH:8][O:9][C:5]=2[CH2:4][CH2:3]1, predict the reactants needed to synthesize it. The reactants are: [CH3:1][C:2]1([CH3:17])[C:15](=[O:16])[C:6]2[C:7]([C:10]([O:12]CC)=[O:11])=[CH:8][O:9][C:5]=2[CH2:4][CH2:3]1.[OH-].[Na+].CCOCC.Cl.